This data is from Reaction yield outcomes from USPTO patents with 853,638 reactions. The task is: Predict the reaction yield, written as a fraction of the theoretical maximum amount of product (1.0 means a 100% yield; for example, 0.34 means a 34% yield). (1) The reactants are [NH2:1][C:2](=[O:35])[CH2:3][O:4][C:5]1[CH:6]=[C:7]2[C:12](=[CH:13][CH:14]=1)[C:11](=[O:15])[N:10]([CH2:16][CH:17]([CH3:19])[CH3:18])[C:9]([CH2:20][NH:21]C(=O)OC(C)(C)C)=[C:8]2[C:29]1[CH:34]=[CH:33][CH:32]=[CH:31][CH:30]=1.Cl. The catalyst is C(OCC)(=O)C. The product is [NH2:21][CH2:20][C:9]1[N:10]([CH2:16][CH:17]([CH3:19])[CH3:18])[C:11](=[O:15])[C:12]2[C:7]([C:8]=1[C:29]1[CH:34]=[CH:33][CH:32]=[CH:31][CH:30]=1)=[CH:6][C:5]([O:4][CH2:3][C:2]([NH2:1])=[O:35])=[CH:14][CH:13]=2. The yield is 0.633. (2) The reactants are [N:1]1[CH:6]=[CH:5][CH:4]=[CH:3][C:2]=1[CH:7]=[C:8]1[CH2:13][CH2:12][N:11]([C:14]([NH:16][C:17]2[CH:18]=[CH:19][C:20]([C:23]3[CH:31]=[CH:30][C:26]([C:27](O)=[O:28])=[CH:25][CH:24]=3)=[N:21][CH:22]=2)=[O:15])[CH2:10][CH2:9]1.[NH2:32][C:33]1[S:34][CH:35]=[CH:36][N:37]=1. No catalyst specified. The product is [N:1]1[CH:6]=[CH:5][CH:4]=[CH:3][C:2]=1[CH:7]=[C:8]1[CH2:9][CH2:10][N:11]([C:14]([NH:16][C:17]2[CH:22]=[N:21][C:20]([C:23]3[CH:24]=[CH:25][C:26]([C:27](=[O:28])[NH:32][C:33]4[S:34][CH:35]=[CH:36][N:37]=4)=[CH:30][CH:31]=3)=[CH:19][CH:18]=2)=[O:15])[CH2:12][CH2:13]1. The yield is 0.470. (3) The reactants are [H-].[Na+].[I-].[Na+].[CH3:5]N(C)P(N(C)C)(N(C)C)=O.Cl[CH2:17][S:18][CH2:19][O:20][CH2:21]SCCl.[CH2:25]1[CH2:29]O[CH2:27][CH2:26]1. No catalyst specified. The product is [CH3:17][S:18][CH2:19][O:20][C:21]1[CH:5]=[CH:29][CH:25]=[CH:26][CH:27]=1. The yield is 0.890.